From a dataset of NCI-60 drug combinations with 297,098 pairs across 59 cell lines. Regression. Given two drug SMILES strings and cell line genomic features, predict the synergy score measuring deviation from expected non-interaction effect. (1) Drug 1: CC1C(C(=O)NC(C(=O)N2CCCC2C(=O)N(CC(=O)N(C(C(=O)O1)C(C)C)C)C)C(C)C)NC(=O)C3=C4C(=C(C=C3)C)OC5=C(C(=O)C(=C(C5=N4)C(=O)NC6C(OC(=O)C(N(C(=O)CN(C(=O)C7CCCN7C(=O)C(NC6=O)C(C)C)C)C)C(C)C)C)N)C. Drug 2: C1=NC(=NC(=O)N1C2C(C(C(O2)CO)O)O)N. Cell line: SK-OV-3. Synergy scores: CSS=1.12, Synergy_ZIP=-4.09, Synergy_Bliss=-6.55, Synergy_Loewe=-7.93, Synergy_HSA=-7.33. (2) Drug 1: CC(CN1CC(=O)NC(=O)C1)N2CC(=O)NC(=O)C2. Drug 2: CC=C1C(=O)NC(C(=O)OC2CC(=O)NC(C(=O)NC(CSSCCC=C2)C(=O)N1)C(C)C)C(C)C. Cell line: SN12C. Synergy scores: CSS=51.0, Synergy_ZIP=0.592, Synergy_Bliss=-1.39, Synergy_Loewe=-2.46, Synergy_HSA=-1.65. (3) Drug 1: CC1=C(C(CCC1)(C)C)C=CC(=CC=CC(=CC(=O)O)C)C. Drug 2: CCC1(CC2CC(C3=C(CCN(C2)C1)C4=CC=CC=C4N3)(C5=C(C=C6C(=C5)C78CCN9C7C(C=CC9)(C(C(C8N6C)(C(=O)OC)O)OC(=O)C)CC)OC)C(=O)OC)O.OS(=O)(=O)O. Cell line: U251. Synergy scores: CSS=12.8, Synergy_ZIP=11.6, Synergy_Bliss=14.8, Synergy_Loewe=4.59, Synergy_HSA=7.46.